From a dataset of Peptide-MHC class I binding affinity with 185,985 pairs from IEDB/IMGT. Regression. Given a peptide amino acid sequence and an MHC pseudo amino acid sequence, predict their binding affinity value. This is MHC class I binding data. (1) The peptide sequence is ANFPGLAKVL. The MHC is Mamu-B8301 with pseudo-sequence Mamu-B8301. The binding affinity (normalized) is 0.511. (2) The peptide sequence is ETESATLFT. The MHC is HLA-A02:03 with pseudo-sequence HLA-A02:03. The binding affinity (normalized) is 0.0847. (3) The peptide sequence is FIMLEGETK. The MHC is HLA-A11:01 with pseudo-sequence HLA-A11:01. The binding affinity (normalized) is 0.565. (4) The MHC is HLA-A02:03 with pseudo-sequence HLA-A02:03. The peptide sequence is GLMILLTGGA. The binding affinity (normalized) is 0.710. (5) The peptide sequence is CRTAFKPVL. The MHC is HLA-A29:02 with pseudo-sequence HLA-A29:02. The binding affinity (normalized) is 0.0847. (6) The peptide sequence is LTDRELLLL. The MHC is HLA-B27:03 with pseudo-sequence HLA-B27:03. The binding affinity (normalized) is 0.0847.